From a dataset of Blood-brain barrier permeability classification from the B3DB database. Regression/Classification. Given a drug SMILES string, predict its absorption, distribution, metabolism, or excretion properties. Task type varies by dataset: regression for continuous measurements (e.g., permeability, clearance, half-life) or binary classification for categorical outcomes (e.g., BBB penetration, CYP inhibition). Dataset: b3db_classification. (1) The drug is CN(C)CCOC1(Cc2ccccc2)C[C@H]2CC[C@]1(C)C2(C)C. The result is 1 (penetrates BBB). (2) The molecule is CCCC(=O)O[C@]1(C(=O)COC(C)=O)CC[C@H]2C3C[C@H](F)C4=CC(=O)C=C[C@]4(C)[C@@]3(F)[C@@H](O)C[C@@]21C. The result is 1 (penetrates BBB). (3) The drug is CN1C(=O)CN=C(c2ccccc2F)c2cc([N+](=O)[O-])ccc21. The result is 1 (penetrates BBB). (4) The compound is COc1cccc2c1C(=O)c1c(O)c3c(c(O)c1C2=O)C[C@](O)(C(=O)CO)C[C@@H]3O[C@@H]1C[C@H](N)C[C@H](C)O1. The result is 0 (does not penetrate BBB). (5) The molecule is C=C1CC2C3CCC4=CC(=O)C=CC4(C)C3(F)C(O)CC2(C)C1(O)C(=O)CO. The result is 1 (penetrates BBB). (6) The drug is CC(=O)Nc1ccc(OC(=O)[C@@H]2CCC(=O)N2)cc1. The result is 1 (penetrates BBB). (7) The compound is O=C(O)Cc1ccc(-c2ccccc2)cc1. The result is 0 (does not penetrate BBB). (8) The drug is CCOC(N)=O. The result is 1 (penetrates BBB).